Dataset: Full USPTO retrosynthesis dataset with 1.9M reactions from patents (1976-2016). Task: Predict the reactants needed to synthesize the given product. (1) Given the product [NH3:4].[CH3:41][O:40][CH2:39][C:35]1[CH:34]=[CH:33][C:32]([N:42]2[CH2:43][CH2:44][N:45]([CH3:48])[CH2:46][CH2:47]2)=[C:31]2[C:36]=1[CH2:37][CH2:38][C@@H:29]([NH:28][C:11](=[O:13])[C:10]1[CH:9]=[CH:8][C:7]([N:4]3[CH2:3][CH2:2][O:1][CH2:6][CH2:5]3)=[CH:15][CH:14]=1)[CH2:30]2, predict the reactants needed to synthesize it. The reactants are: [O:1]1[CH2:6][CH2:5][N:4]([C:7]2[CH:15]=[CH:14][C:10]([C:11]([OH:13])=O)=[CH:9][CH:8]=2)[CH2:3][CH2:2]1.C(N1C=CN=C1)(N1C=CN=C1)=O.[NH2:28][C@@H:29]1[CH2:38][CH2:37][C:36]2[C:31](=[C:32]([N:42]3[CH2:47][CH2:46][N:45]([CH3:48])[CH2:44][CH2:43]3)[CH:33]=[CH:34][C:35]=2[CH2:39][O:40][CH3:41])[CH2:30]1. (2) Given the product [CH3:11][C:12]1([CH3:19])[O:16][CH:15]([CH2:17][O:18][C:4]2[N:9]=[C:8]([NH2:10])[CH:7]=[CH:6][CH:5]=2)[CH2:14][O:13]1, predict the reactants needed to synthesize it. The reactants are: [H-].[Na+].Cl[C:4]1[N:9]=[C:8]([NH2:10])[CH:7]=[CH:6][CH:5]=1.[CH3:11][C:12]1([CH3:19])[O:16][CH:15]([CH2:17][OH:18])[CH2:14][O:13]1. (3) Given the product [Br:19][C:5]1[CH:4]=[C:3]2[C:8]([O:9][C:10]3[C:11]([F:18])=[CH:12][C:13]([O:16][CH3:17])=[CH:14][C:15]=3[C:2]2([NH:1][C:32]([NH:31][C:23](=[O:30])[C:24]2[CH:25]=[CH:26][CH:27]=[CH:28][CH:29]=2)=[S:33])[CH2:20][CH2:21][OH:22])=[CH:7][CH:6]=1, predict the reactants needed to synthesize it. The reactants are: [NH2:1][C:2]1([CH2:20][CH2:21][OH:22])[C:15]2[CH:14]=[C:13]([O:16][CH3:17])[CH:12]=[C:11]([F:18])[C:10]=2[O:9][C:8]2[C:3]1=[CH:4][C:5]([Br:19])=[CH:6][CH:7]=2.[C:23]([N:31]=[C:32]=[S:33])(=[O:30])[C:24]1[CH:29]=[CH:28][CH:27]=[CH:26][CH:25]=1.